This data is from Full USPTO retrosynthesis dataset with 1.9M reactions from patents (1976-2016). The task is: Predict the reactants needed to synthesize the given product. (1) Given the product [NH2:26][C@@H:21]([CH2:22][CH:23]([CH3:25])[CH3:24])[CH2:20][O:19][C:16]1[CH:17]=[CH:18][C:5]2[C:4]3[C:9](=[CH:10][N:11]=[CH:12][C:3]=3[O:2][CH3:1])[C:8](=[O:13])[N:7]([CH3:14])[C:6]=2[CH:15]=1.[C:34]([OH:40])([C:36]([F:39])([F:38])[F:37])=[O:35], predict the reactants needed to synthesize it. The reactants are: [CH3:1][O:2][C:3]1[CH:12]=[N:11][CH:10]=[C:9]2[C:4]=1[C:5]1[CH:18]=[CH:17][C:16]([O:19][CH2:20][C@@H:21]([NH:26]C(=O)OC(C)(C)C)[CH2:22][CH:23]([CH3:25])[CH3:24])=[CH:15][C:6]=1[N:7]([CH3:14])[C:8]2=[O:13].[C:34]([OH:40])([C:36]([F:39])([F:38])[F:37])=[O:35]. (2) Given the product [F:27][C:28]1[C:33]([F:34])=[CH:32][CH:31]=[CH:30][C:29]=1[C@H:35]1[CH2:41][N:40]2[C:42]([CH:45]([OH:46])[C:2]([F:4])([F:3])[F:1])=[CH:43][N:44]=[C:39]2[C@H:38]([NH:47][C:48](=[O:54])[O:49][C:50]([CH3:52])([CH3:51])[CH3:53])[CH2:37][CH2:36]1, predict the reactants needed to synthesize it. The reactants are: [F:1][C:2]([Si](C)(C)C)([F:4])[F:3].[F-].C([N+](CCCC)(CCCC)CCCC)CCC.[F:27][C:28]1[C:33]([F:34])=[CH:32][CH:31]=[CH:30][C:29]=1[C@H:35]1[CH2:41][N:40]2[C:42]([CH:45]=[O:46])=[CH:43][N:44]=[C:39]2[C@H:38]([NH:47][C:48](=[O:54])[O:49][C:50]([CH3:53])([CH3:52])[CH3:51])[CH2:37][CH2:36]1. (3) Given the product [Cl:17][C:7]1[CH:6]=[C:5]([C:18]([OH:20])=[O:19])[CH:10]=[CH:9][C:8]=1[C:11]1[CH:16]=[CH:15][CH:14]=[CH:13][CH:12]=1, predict the reactants needed to synthesize it. The reactants are: II.[Mg].Br[C:5]1[CH:10]=[CH:9][C:8]([C:11]2[CH:16]=[CH:15][CH:14]=[CH:13][CH:12]=2)=[C:7]([Cl:17])[CH:6]=1.[C:18](=[O:20])=[O:19].Cl.